This data is from Reaction yield outcomes from USPTO patents with 853,638 reactions. The task is: Predict the reaction yield, written as a fraction of the theoretical maximum amount of product (1.0 means a 100% yield; for example, 0.34 means a 34% yield). (1) The reactants are [Cl:1][C:2]1[CH:3]=[C:4]([NH2:17])[C:5]([NH:8][C@H:9]2[CH2:12][C@@H:11]([S:13]([CH3:16])(=[O:15])=[O:14])[CH2:10]2)=[CH:6][CH:7]=1.[Cl:18][CH2:19][C:20](OC)(OC)OC. The catalyst is C(O)C. The product is [Cl:1][C:2]1[CH:7]=[CH:6][C:5]2[N:8]([C@H:9]3[CH2:10][C@@H:11]([S:13]([CH3:16])(=[O:14])=[O:15])[CH2:12]3)[C:20]([CH2:19][Cl:18])=[N:17][C:4]=2[CH:3]=1. The yield is 0.275. (2) The reactants are [CH2:1]([NH:6][C:7]([C:9]1[N:10]=[N:11][C:12](Cl)=[CH:13][CH:14]=1)=[O:8])[CH2:2][CH2:3][CH:4]=[CH2:5].[NH:16]1[CH2:21][CH2:20][NH:19][CH2:18][CH2:17]1. The catalyst is C(#N)C. The yield is 0.886. The product is [CH2:1]([NH:6][C:7]([C:9]1[N:10]=[N:11][C:12]([N:16]2[CH2:21][CH2:20][NH:19][CH2:18][CH2:17]2)=[CH:13][CH:14]=1)=[O:8])[CH2:2][CH2:3][CH:4]=[CH2:5]. (3) The reactants are [CH:1]1([CH2:4][O:5][C:6]2[CH:7]=[CH:8][C:9]3[O:13][C:12]([C:14](=[O:18])[CH:15]([CH3:17])[CH3:16])=[C:11]([CH3:19])[C:10]=3[CH:20]=2)[CH2:3][CH2:2]1.[BH4-].[Na+].O. The catalyst is CO.O1CCCC1. The product is [CH:1]1([CH2:4][O:5][C:6]2[CH:7]=[CH:8][C:9]3[O:13][C:12]([CH:14]([OH:18])[CH:15]([CH3:16])[CH3:17])=[C:11]([CH3:19])[C:10]=3[CH:20]=2)[CH2:2][CH2:3]1. The yield is 1.00. (4) The reactants are Br[CH2:2]/[C:3](=[CH:13]\[F:14])/[CH2:4][NH:5][C:6](=[O:12])[O:7][C:8]([CH3:11])([CH3:10])[CH3:9].C(=O)([O-])[O-].[K+].[K+].[OH:21][C:22]1[CH:32]=[CH:31][C:25]([C:26]([N:28]([CH3:30])[CH3:29])=[O:27])=[CH:24][CH:23]=1. The catalyst is CN(C=O)C. The product is [CH3:29][N:28]([CH3:30])[C:26]([C:25]1[CH:31]=[CH:32][C:22]([O:21][CH2:2]/[C:3](=[CH:13]\[F:14])/[CH2:4][NH:5][C:6](=[O:12])[O:7][C:8]([CH3:11])([CH3:10])[CH3:9])=[CH:23][CH:24]=1)=[O:27]. The yield is 0.920. (5) The reactants are CN1CCN(C2C=CC(NC3C4N(N=CN=4)C(C4C=C(C(N)=O)SC=4)=CN=3)=CC=2)CC1.[Br:32][C:33]1[N:38]2[N:39]=[CH:40][N:41]=[C:37]2[C:36](Br)=[N:35][CH:34]=1.[C:43]([O:47][C:48]([N:50]1[CH2:55][CH2:54][N:53]([C:56]2[CH:61]=[CH:60][C:59]([NH2:62])=[CH:58][CH:57]=2)[C:52](=[O:63])[CH2:51]1)=[O:49])([CH3:46])([CH3:45])[CH3:44].C(N(C(C)C)C(C)C)C. The catalyst is CC(O)C. The product is [C:43]([O:47][C:48]([N:50]1[CH2:55][CH2:54][N:53]([C:56]2[CH:57]=[CH:58][C:59]([NH:62][C:36]3[C:37]4[N:38]([N:39]=[CH:40][N:41]=4)[C:33]([Br:32])=[CH:34][N:35]=3)=[CH:60][CH:61]=2)[C:52](=[O:63])[CH2:51]1)=[O:49])([CH3:46])([CH3:44])[CH3:45]. The yield is 0.510. (6) The reactants are [CH3:1][S:2]([CH2:5][C:6]1[CH:11]=[CH:10][CH:9]=[C:8]([N+:12]([O-])=O)[CH:7]=1)(=[O:4])=[O:3]. The catalyst is [Ni].CO. The product is [CH3:1][S:2]([CH2:5][C:6]1[CH:7]=[C:8]([NH2:12])[CH:9]=[CH:10][CH:11]=1)(=[O:3])=[O:4]. The yield is 0.900. (7) The reactants are Cl[C:2]1[N:7]=[C:6]([NH:8][CH2:9][CH2:10][CH3:11])[N:5]=[C:4]([NH:12][CH2:13][CH2:14][CH3:15])[N:3]=1.Cl.[CH3:17][O:18][NH2:19].[OH-].[Na+]. The catalyst is O1CCOCC1.O. The product is [CH2:13]([NH:12][C:4]1[N:5]=[C:6]([NH:8][CH2:9][CH2:10][CH3:11])[N:7]=[C:2]([NH:19][O:18][CH3:17])[N:3]=1)[CH2:14][CH3:15]. The yield is 0.900. (8) The reactants are Cl.[Br:2][C:3]1[CH:8]=[CH:7][C:6]([NH:9][NH2:10])=[CH:5][CH:4]=1.[C:11]1(=O)[O:16][C:14](=[O:15])[C:13]2=[CH:17][CH:18]=[CH:19][CH:20]=[C:12]12. The catalyst is CC(O)=O. The product is [Br:2][C:3]1[CH:8]=[CH:7][C:6]([NH:9][N:10]2[C:14](=[O:15])[C:13]3[C:12](=[CH:20][CH:19]=[CH:18][CH:17]=3)[C:11]2=[O:16])=[CH:5][CH:4]=1. The yield is 0.840. (9) The reactants are [CH2:1]([O:8][C:9]([NH:11][C:12]1[C:13]([C:30](O)=[O:31])=[N:14][C:15]2[C:20]([CH:21]=1)=[CH:19][CH:18]=[C:17]([N:22]1[CH2:27][CH2:26][N:25]([CH3:28])[C:24](=[O:29])[CH2:23]1)[CH:16]=2)=[O:10])[C:2]1[CH:7]=[CH:6][CH:5]=[CH:4][CH:3]=1.[NH2:33][C:34]1[CH:35]=[N:36][CH:37]=[CH:38][C:39]=1[N:40]1[CH2:45][C@H:44]([CH3:46])[C@H:43]([N:47]2[CH:51]=[CH:50][N:49]=[N:48]2)[C@H:42]([NH:52][C:53](=[O:59])[O:54][C:55]([CH3:58])([CH3:57])[CH3:56])[CH2:41]1.CN(C(ON1N=NC2C=CC=NC1=2)=[N+](C)C)C.F[P-](F)(F)(F)(F)F.CCN(C(C)C)C(C)C. The catalyst is CN(C=O)C.CO.O. The product is [C:55]([O:54][C:53]([NH:52][C@H:42]1[C@@H:43]([N:47]2[CH:51]=[CH:50][N:49]=[N:48]2)[C@@H:44]([CH3:46])[CH2:45][N:40]([C:39]2[CH:38]=[CH:37][N:36]=[CH:35][C:34]=2[NH:33][C:30]([C:13]2[C:12]([NH:11][C:9](=[O:10])[O:8][CH2:1][C:2]3[CH:3]=[CH:4][CH:5]=[CH:6][CH:7]=3)=[CH:21][C:20]3[C:15](=[CH:16][C:17]([N:22]4[CH2:27][CH2:26][N:25]([CH3:28])[C:24](=[O:29])[CH2:23]4)=[CH:18][CH:19]=3)[N:14]=2)=[O:31])[CH2:41]1)=[O:59])([CH3:56])([CH3:57])[CH3:58]. The yield is 0.570.